Dataset: Forward reaction prediction with 1.9M reactions from USPTO patents (1976-2016). Task: Predict the product of the given reaction. (1) The product is: [Cl:57][C:58]1[CH:63]=[C:62]([Cl:64])[CH:61]=[CH:60][C:59]=1[CH2:65][NH:66][C:14]([CH:13]1[CH2:12][N:11]([C:17]2[CH:18]=[N:19][C:20]([O:23][CH3:24])=[CH:21][CH:22]=2)[C:10](=[O:25])[N:9]1[CH3:8])=[O:16]. Given the reactants OC(C(F)(F)F)=O.[CH3:8][N:9]1[CH:13]([C:14]([OH:16])=O)[CH2:12][N:11]([C:17]2[CH:18]=[N:19][C:20]([O:23][CH3:24])=[CH:21][CH:22]=2)[C:10]1=[O:25].C(N1CCOCC1)C.O.ON1C2C=CC=CC=2N=N1.Cl.C(N=C=NCCCN(C)C)C.[Cl:57][C:58]1[CH:63]=[C:62]([Cl:64])[CH:61]=[CH:60][C:59]=1[CH2:65][NH2:66], predict the reaction product. (2) Given the reactants [Cl:1][C:2]1[CH:7]=[CH:6][C:5]([S:8]([CH:11]([C:25]2[CH:30]=[C:29]([F:31])[CH:28]=[CH:27][C:26]=2[F:32])[CH:12]2[CH2:17][CH2:16][N:15](C(OC(C)(C)C)=O)[CH2:14][CH2:13]2)(=[O:10])=[O:9])=[CH:4][CH:3]=1.FC(F)(F)C(O)=O, predict the reaction product. The product is: [ClH:1].[Cl:1][C:2]1[CH:7]=[CH:6][C:5]([S:8]([CH:11]([C:25]2[CH:30]=[C:29]([F:31])[CH:28]=[CH:27][C:26]=2[F:32])[CH:12]2[CH2:17][CH2:16][NH:15][CH2:14][CH2:13]2)(=[O:9])=[O:10])=[CH:4][CH:3]=1. (3) Given the reactants O=[C:2]1[NH:7][C:6]2[CH:8]=[C:9]([C:12]([O:14][CH3:15])=[O:13])[CH:10]=[CH:11][C:5]=2[O:4][CH2:3]1.B.O1CCCC1, predict the reaction product. The product is: [O:4]1[C:5]2[CH:11]=[CH:10][C:9]([C:12]([O:14][CH3:15])=[O:13])=[CH:8][C:6]=2[NH:7][CH2:2][CH2:3]1.[O:4]1[C:5]2[CH:11]=[CH:10][C:9]([CH2:12][OH:13])=[CH:8][C:6]=2[NH:7][CH2:2][CH2:3]1. (4) Given the reactants [CH3:1][N:2]([N:4]=[C:5]1[CH:10]=[CH:9][C:8]([NH:11][C:12](=[O:31])[CH:13]([C:25]2[CH:30]=[CH:29][CH:28]=[CH:27][CH:26]=2)[NH:14][C:15]([NH:17][C:18]2[CH:23]=[CH:22][C:21]([Cl:24])=[CH:20][CH:19]=2)=[O:16])=[C:7]([F:32])[CH2:6]1)[CH3:3].N1CC[CH2:34]1.CC(O)=O, predict the reaction product. The product is: [N:2]1([N:4]=[C:5]2[CH:10]=[CH:9][C:8]([NH:11][C:12](=[O:31])[CH:13]([C:25]3[CH:30]=[CH:29][CH:28]=[CH:27][CH:26]=3)[NH:14][C:15]([NH:17][C:18]3[CH:23]=[CH:22][C:21]([Cl:24])=[CH:20][CH:19]=3)=[O:16])=[C:7]([F:32])[CH2:6]2)[CH2:1][CH2:34][CH2:3]1. (5) Given the reactants Cl[C:2]1[N:7]=[CH:6][N:5]=[C:4]([NH:8][C:9]2[C:10]3[S:17][C:16]([C:18]4[C:23]([Cl:24])=[CH:22][CH:21]=[CH:20][C:19]=4[Cl:25])=[N:15][C:11]=3[N:12]=[CH:13][N:14]=2)[CH:3]=1.NN1[CH:32]=[CH:31][C:30](Cl)=NC1.[H-].[Na+].ClC1C=CC=C(Cl)C=1C1SC2C(S(C)(=O)=O)=NC=NC=2N=1.CN([CH:60]=[O:61])C, predict the reaction product. The product is: [Cl:24][C:23]1[CH:22]=[CH:21][CH:20]=[C:19]([Cl:25])[C:18]=1[C:16]1[S:17][C:10]2[C:9]([NH:8][C:4]3[N:5]=[CH:6][N:7]=[C:2]([CH:31]4[CH2:32][CH:60]([OH:61])[CH2:30]4)[CH:3]=3)=[N:14][CH:13]=[N:12][C:11]=2[N:15]=1. (6) Given the reactants [C:1]([O:5][C:6]([N:8]1[C:16]2[C:11](=[CH:12][CH:13]=[CH:14][N:15]=2)[C:10]([CH:17]=[O:18])=[CH:9]1)=[O:7])([CH3:4])([CH3:3])[CH3:2].[BH4-].[Na+], predict the reaction product. The product is: [OH:18][CH2:17][C:10]1[C:11]2[C:16](=[N:15][CH:14]=[CH:13][CH:12]=2)[N:8]([C:6]([O:5][C:1]([CH3:4])([CH3:3])[CH3:2])=[O:7])[CH:9]=1. (7) Given the reactants [Cl:1][C:2]1[C:3]([CH3:18])=[C:4]([NH:10][C@H:11]([C@H:15]([OH:17])[CH3:16])[C:12]([OH:14])=O)[CH:5]=[CH:6][C:7]=1[C:8]#[N:9].F[B-](F)(F)F.N1(OC(N(C)C)=[N+](C)C)C2C=CC=CC=2N=N1.C(N(C(C)C)CC)(C)C.C1C=CC2N(O)N=NC=2C=1.[C:60](=[N:68]O)([NH2:67])[C:61]1[CH:66]=[CH:65][CH:64]=[CH:63][CH:62]=1, predict the reaction product. The product is: [Cl:1][C:2]1[C:3]([CH3:18])=[C:4]([NH:10][C@@H:11]([C:12]2[O:14][N:68]=[C:60]([C:61]3[CH:66]=[CH:65][CH:64]=[CH:63][CH:62]=3)[N:67]=2)[C@H:15]([OH:17])[CH3:16])[CH:5]=[CH:6][C:7]=1[C:8]#[N:9]. (8) Given the reactants Cl[C:2]1[CH:10]=[CH:9][C:5]([C:6]([OH:8])=[O:7])=[CH:4][C:3]=1[N+:11]([O-])=O.C1(N)CC1.[Cl:18][C:19]1[CH:56]=[CH:55][C:22]([C:23]2[C:28]([C:29]3[CH:38]=[CH:37][C:36]4[C:31](=[CH:32][CH:33]=[C:34]([C:39]5N(CC)C6C=C[C:48](C(O)=O)=[CH:49][C:41]=6[N:40]=5)[CH:35]=4)[N:30]=3)=[CH:27][C:26]([O:53][CH3:54])=[CH:25][CH:24]=2)=[CH:21][CH:20]=1, predict the reaction product. The product is: [Cl:18][C:19]1[CH:20]=[CH:21][C:22]([C:23]2[C:28]([C:29]3[CH:38]=[CH:37][C:36]4[C:31](=[CH:32][CH:33]=[C:34]([C:39]5[N:40]([CH:41]6[CH2:49][CH2:48]6)[C:2]6[CH:10]=[CH:9][C:5]([C:6]([OH:8])=[O:7])=[CH:4][C:3]=6[N:11]=5)[CH:35]=4)[N:30]=3)=[CH:27][C:26]([O:53][CH3:54])=[CH:25][CH:24]=2)=[CH:55][CH:56]=1.